From a dataset of Full USPTO retrosynthesis dataset with 1.9M reactions from patents (1976-2016). Predict the reactants needed to synthesize the given product. (1) The reactants are: [CH2:1]([O:8][C@@H:9]1[C@H:14]2[NH:15][C:16](=[O:18])[O:17][C@H:13]2[CH2:12][C@H:11]([CH2:19][OH:20])[C@H:10]1[O:21][CH2:22][C:23]1[CH:28]=[CH:27][CH:26]=[CH:25][CH:24]=1)[C:2]1[CH:7]=[CH:6][CH:5]=[CH:4][CH:3]=1. Given the product [CH2:1]([O:8][C@@H:9]1[C@H:14]2[NH:15][C:16](=[O:18])[O:17][C@H:13]2[CH2:12][C@H:11]([CH:19]=[O:20])[C@H:10]1[O:21][CH2:22][C:23]1[CH:28]=[CH:27][CH:26]=[CH:25][CH:24]=1)[C:2]1[CH:3]=[CH:4][CH:5]=[CH:6][CH:7]=1, predict the reactants needed to synthesize it. (2) Given the product [NH2:21][CH2:15][C:11]1([NH:10][C:6]2[CH:5]=[C:4]3[C:9](=[CH:8][CH:7]=2)[NH:1][N:2]=[CH:3]3)[CH2:14][CH2:13][CH2:12]1, predict the reactants needed to synthesize it. The reactants are: [NH:1]1[C:9]2[C:4](=[CH:5][C:6]([NH:10][C:11]3([CH2:15]OS(C)(=O)=O)[CH2:14][CH2:13][CH2:12]3)=[CH:7][CH:8]=2)[CH:3]=[N:2]1.[NH3:21]. (3) Given the product [C:33]([O:37][C:38](=[O:46])[NH:39][C@H:40]1[CH2:45][CH2:44][CH2:43][N:42]([CH2:31][C:3]2[C:2]([Cl:1])=[C:11]3[C:6]([C:7](=[O:26])[N:8]([CH2:13][C:14]4[CH:19]=[C:18]([Cl:20])[CH:17]=[CH:16][C:15]=4[S:21]([CH2:24][CH3:25])(=[O:23])=[O:22])[C:9](=[O:12])[NH:10]3)=[CH:5][C:4]=2[C:27]([F:29])([F:30])[F:28])[CH2:41]1)([CH3:36])([CH3:34])[CH3:35], predict the reactants needed to synthesize it. The reactants are: [Cl:1][C:2]1[C:3]([CH:31]=O)=[C:4]([C:27]([F:30])([F:29])[F:28])[CH:5]=[C:6]2[C:11]=1[NH:10][C:9](=[O:12])[N:8]([CH2:13][C:14]1[CH:19]=[C:18]([Cl:20])[CH:17]=[CH:16][C:15]=1[S:21]([CH2:24][CH3:25])(=[O:23])=[O:22])[C:7]2=[O:26].[C:33]([O:37][C:38](=[O:46])[NH:39][C@H:40]1[CH2:45][CH2:44][CH2:43][NH:42][CH2:41]1)([CH3:36])([CH3:35])[CH3:34]. (4) Given the product [CH3:27][O:28][C:29](=[O:54])[CH2:30][C:31]1[C:39]2[C:34](=[N:35][CH:36]=[CH:37][CH:38]=2)[N:33]([CH2:40][CH:41]([I:20])[C:42]2[CH:47]=[CH:46][C:45]([S:48]([CH3:51])(=[O:50])=[O:49])=[CH:44][CH:43]=2)[C:32]=1[CH3:53], predict the reactants needed to synthesize it. The reactants are: C1(P(C2C=CC=CC=2)C2C=CC=CC=2)C=CC=CC=1.[I:20]I.N1C=CN=C1.[CH3:27][O:28][C:29](=[O:54])[CH2:30][C:31]1[C:39]2[C:34](=[N:35][CH:36]=[CH:37][CH:38]=2)[N:33]([CH2:40][CH:41](O)[C:42]2[CH:47]=[CH:46][C:45]([S:48]([CH3:51])(=[O:50])=[O:49])=[CH:44][CH:43]=2)[C:32]=1[CH3:53]. (5) Given the product [Cl:29][C:30]1[CH:31]=[C:32]([CH:37]=[C:38]([Cl:41])[C:39]=1[O:40][C:15]1[CH:20]=[CH:19][C:18]([O:21][CH3:22])=[C:17]([CH:23]([CH3:24])[CH3:25])[CH:16]=1)[C:33]([O:35][CH3:36])=[O:34], predict the reactants needed to synthesize it. The reactants are: F[B-](F)(F)F.[CH3:22][O:21][C:18]1[CH:19]=[CH:20][C:15]([I+][C:15]2[CH:20]=[CH:19][C:18]([O:21][CH3:22])=[C:17]([CH:23]([CH3:25])[CH3:24])[CH:16]=2)=[CH:16][C:17]=1[CH:23]([CH3:25])[CH3:24].[Cl:29][C:30]1[CH:31]=[C:32]([CH:37]=[C:38]([Cl:41])[C:39]=1[OH:40])[C:33]([O:35][CH3:36])=[O:34]. (6) Given the product [C:18](=[O:21])([O:19][CH3:20])[O:1][CH2:2][C:3]1[CH:8]=[CH:7][CH:6]=[CH:5][C:4]=1[CH2:9][C:10]#[N:11], predict the reactants needed to synthesize it. The reactants are: [OH:1][CH2:2][C:3]1[CH:8]=[CH:7][CH:6]=[CH:5][C:4]=1[CH2:9][C:10]#[N:11].N1C=CC=CC=1.[C:18](Cl)(=[O:21])[O:19][CH3:20].